From a dataset of Full USPTO retrosynthesis dataset with 1.9M reactions from patents (1976-2016). Predict the reactants needed to synthesize the given product. (1) Given the product [CH:1]1([CH2:7][CH2:8][CH2:9][C@@H:10]([C:19]2[O:23][N:22]=[C:21]([CH2:24][NH:39][CH2:38][CH2:36][OH:37])[N:20]=2)[CH2:11][C:12]([O:14][C:15]([CH3:17])([CH3:16])[CH3:18])=[O:13])[CH2:6][CH2:5][CH2:4][CH2:3][CH2:2]1, predict the reactants needed to synthesize it. The reactants are: [CH:1]1([CH2:7][CH2:8][CH2:9][C@@H:10]([C:19]2[O:23][N:22]=[C:21]([CH2:24]OS(C3C=CC(C)=CC=3)(=O)=O)[N:20]=2)[CH2:11][C:12]([O:14][C:15]([CH3:18])([CH3:17])[CH3:16])=[O:13])[CH2:6][CH2:5][CH2:4][CH2:3][CH2:2]1.[CH2:36]([CH2:38][NH2:39])[OH:37]. (2) The reactants are: C([O:5][C:6](=[O:36])[C@@H:7]([NH:25][C:26]([O:28][CH2:29][C:30]1[CH:35]=[CH:34][CH:33]=[CH:32][CH:31]=1)=[O:27])[CH2:8][NH:9][C:10]([C:12]1[S:13][C:14]([CH2:17][CH2:18][C:19]([NH:21][C:22]([NH2:24])=[NH:23])=[O:20])=[CH:15][CH:16]=1)=[O:11])(C)(C)C.FC(F)(F)C(O)=O. Given the product [CH2:29]([O:28][C:26]([NH:25][C@@H:7]([CH2:8][NH:9][C:10]([C:12]1[S:13][C:14]([CH2:17][CH2:18][C:19]([NH:21][C:22]([NH2:24])=[NH:23])=[O:20])=[CH:15][CH:16]=1)=[O:11])[C:6]([OH:36])=[O:5])=[O:27])[C:30]1[CH:31]=[CH:32][CH:33]=[CH:34][CH:35]=1, predict the reactants needed to synthesize it. (3) Given the product [OH:8][C:9]1[N:14]=[CH:13][C:12]([C:15]2[N:20]=[C:19]([NH:21][C:22]([CH:24]3[CH2:26][CH2:25]3)=[O:23])[CH:18]=[N:17][C:16]=2[C:27]2[CH:28]=[CH:29][N:30]=[CH:31][CH:32]=2)=[CH:11][CH:10]=1, predict the reactants needed to synthesize it. The reactants are: C([O:8][C:9]1[N:14]=[CH:13][C:12]([C:15]2[N:20]=[C:19]([NH:21][C:22]([CH:24]3[CH2:26][CH2:25]3)=[O:23])[CH:18]=[N:17][C:16]=2[C:27]2[CH:32]=[CH:31][N:30]=[CH:29][CH:28]=2)=[CH:11][CH:10]=1)C1C=CC=CC=1. (4) Given the product [Cl:9][C:10]1[CH:15]=[CH:14][CH:13]=[CH:12][C:11]=1[C:2]1[N:3]=[N:4][C:5]([CH3:8])=[CH:6][CH:7]=1, predict the reactants needed to synthesize it. The reactants are: Cl[C:2]1[N:3]=[N:4][C:5]([CH3:8])=[CH:6][CH:7]=1.[Cl:9][C:10]1[CH:15]=[CH:14][CH:13]=[CH:12][C:11]=1B(O)O.O1CCOCC1.C([O-])([O-])=O.[Na+].[Na+]. (5) Given the product [CH3:23][C:19]1[N:18]=[C:17]([C:15](=[O:16])[CH2:11][C:8]2[N:7]=[C:6]3[N:2]([CH3:1])[N:3]=[N:4][C:5]3=[CH:10][CH:9]=2)[CH:22]=[CH:21][CH:20]=1, predict the reactants needed to synthesize it. The reactants are: [CH3:1][N:2]1[C:6]2=[N:7][C:8]([CH3:11])=[CH:9][CH:10]=[C:5]2[N:4]=[N:3]1.CON(C)[C:15]([C:17]1[CH:22]=[CH:21][CH:20]=[C:19]([CH3:23])[N:18]=1)=[O:16].C[Si](C)(C)[N-][Si](C)(C)C.[Li+].Cl.C(=O)([O-])O.[Na+]. (6) The reactants are: [OH:1][C:2]1[CH:12]=[CH:11][C:5]([CH:6]=[CH:7][C:8]([OH:10])=[O:9])=[CH:4][CH:3]=1.[C:13]([O:22][CH3:23])(=[O:21])[C:14]1[C:15](=[CH:17][CH:18]=[CH:19][CH:20]=1)O. Given the product [OH:1][C:2]1[CH:3]=[CH:4][C:5](/[CH:6]=[CH:7]/[C:8]([O:10][C:20]2[CH:19]=[CH:18][CH:17]=[CH:15][C:14]=2[C:13]([O:22][CH3:23])=[O:21])=[O:9])=[CH:11][CH:12]=1, predict the reactants needed to synthesize it. (7) Given the product [C:1]1([C:11]([C:13]2[C:21]3[C:16](=[CH:17][CH:18]=[CH:19][CH:20]=3)[N:15]([CH2:22][CH2:23][CH2:24][C:25]([OH:27])=[O:26])[C:14]=2[CH3:30])=[O:12])[C:10]2[C:5](=[CH:6][CH:7]=[CH:8][CH:9]=2)[CH:4]=[CH:3][CH:2]=1, predict the reactants needed to synthesize it. The reactants are: [C:1]1([C:11]([C:13]2[C:21]3[C:16](=[CH:17][CH:18]=[CH:19][CH:20]=3)[N:15]([CH2:22][CH2:23][CH2:24][C:25]([O:27]CC)=[O:26])[C:14]=2[CH3:30])=[O:12])[C:10]2[C:5](=[CH:6][CH:7]=[CH:8][CH:9]=2)[CH:4]=[CH:3][CH:2]=1.[OH-].[K+].